This data is from Peptide-MHC class I binding affinity with 185,985 pairs from IEDB/IMGT. The task is: Regression. Given a peptide amino acid sequence and an MHC pseudo amino acid sequence, predict their binding affinity value. This is MHC class I binding data. (1) The peptide sequence is QSKELLNSIGF. The MHC is Mamu-B01 with pseudo-sequence Mamu-B01. The binding affinity (normalized) is 0. (2) The peptide sequence is RAMRMVYYL. The MHC is HLA-C04:01 with pseudo-sequence HLA-C04:01. The binding affinity (normalized) is 0.213. (3) The peptide sequence is YYLIKYLHV. The MHC is HLA-A02:12 with pseudo-sequence HLA-A02:12. The binding affinity (normalized) is 0.347. (4) The peptide sequence is EGPPITPPI. The MHC is Mamu-A01 with pseudo-sequence Mamu-A01. The binding affinity (normalized) is 0.973. (5) The peptide sequence is RIYDPLWFQ. The MHC is HLA-A69:01 with pseudo-sequence HLA-A69:01. The binding affinity (normalized) is 0.0847. (6) The peptide sequence is LLQEKYGLI. The MHC is HLA-A02:06 with pseudo-sequence HLA-A02:06. The binding affinity (normalized) is 0.124. (7) The peptide sequence is SAVFKDSFL. The MHC is HLA-A02:03 with pseudo-sequence HLA-A02:03. The binding affinity (normalized) is 0.419. (8) The peptide sequence is ILQDMRNTI. The MHC is HLA-A02:01 with pseudo-sequence HLA-A02:01. The binding affinity (normalized) is 0.809. (9) The peptide sequence is SRWRIRSGL. The MHC is HLA-B45:06 with pseudo-sequence HLA-B45:06. The binding affinity (normalized) is 0.213.